The task is: Predict the product of the given reaction.. This data is from Forward reaction prediction with 1.9M reactions from USPTO patents (1976-2016). (1) Given the reactants [NH2:1][C:2]1[CH:11]=[C:10]([O:12][CH3:13])[C:9]([OH:14])=[CH:8][C:3]=1[C:4](OC)=[O:5].CC(O)=O.O.[CH:20]([NH2:22])=O, predict the reaction product. The product is: [OH:14][C:9]1[CH:8]=[C:3]2[C:2](=[CH:11][C:10]=1[O:12][CH3:13])[N:1]=[CH:20][NH:22][C:4]2=[O:5]. (2) Given the reactants [N+:1]([C:4]1[CH:13]=[C:12]2[C:7]([CH2:8][CH2:9][NH:10][CH2:11]2)=[CH:6][CH:5]=1)([O-:3])=[O:2].Cl.[OH-].[Na+].C=O.[C:19](O)(=O)C.C([BH3-])#N.[Na+], predict the reaction product. The product is: [CH3:19][N:10]1[CH2:9][CH2:8][C:7]2[C:12](=[CH:13][C:4]([N+:1]([O-:3])=[O:2])=[CH:5][CH:6]=2)[CH2:11]1. (3) Given the reactants [NH2:1][C:2]1[CH:7]=[C:6]([O:8][C:9]2[CH:14]=[CH:13][C:12]([NH:15][C:16]([C:18]3[C:22](=[O:23])[N:21]([C:24]4[CH:29]=[CH:28][CH:27]=[CH:26][CH:25]=4)[N:20]4[CH2:30][CH2:31][CH2:32][C:19]=34)=[O:17])=[CH:11][CH:10]=2)[CH:5]=[CH:4][N:3]=1.CCN(CC)CC.[C:40](OC(=O)C)(=[O:42])[CH3:41], predict the reaction product. The product is: [C:40]([NH:1][C:2]1[CH:7]=[C:6]([O:8][C:9]2[CH:14]=[CH:13][C:12]([NH:15][C:16]([C:18]3[C:22](=[O:23])[N:21]([C:24]4[CH:25]=[CH:26][CH:27]=[CH:28][CH:29]=4)[N:20]4[CH2:30][CH2:31][CH2:32][C:19]=34)=[O:17])=[CH:11][CH:10]=2)[CH:5]=[CH:4][N:3]=1)(=[O:42])[CH3:41]. (4) Given the reactants [Cl:1][C:2]1[S:3][CH:4]=[C:5]([C:7]#[N:8])[N:6]=1.C[O-].[Na+].[Cl-].[NH4+:13], predict the reaction product. The product is: [ClH:1].[Cl:1][C:2]1[S:3][CH:4]=[C:5]([C:7]([NH2:13])=[NH:8])[N:6]=1. (5) Given the reactants [CH3:1][N:2]1[CH2:15][CH2:14][C:5]2[NH:6][C:7]3[CH:8]=[CH:9][C:10]([CH3:13])=[CH:11][C:12]=3[C:4]=2[CH2:3]1.[H-].[Na+].Br[CH2:19][C:20]1([C:25]2[CH:30]=[CH:29][CH:28]=[CH:27][CH:26]=2)[O:24][CH2:23][CH2:22][O:21]1.O, predict the reaction product. The product is: [CH3:1][N:2]1[CH2:15][CH2:14][C:5]2[N:6]([CH2:19][C:20]3([C:25]4[CH:26]=[CH:27][CH:28]=[CH:29][CH:30]=4)[O:21][CH2:22][CH2:23][O:24]3)[C:7]3[CH:8]=[CH:9][C:10]([CH3:13])=[CH:11][C:12]=3[C:4]=2[CH2:3]1. (6) Given the reactants [CH:1](C1C=CC2C(=C3C(=CC=2)C=C[C:2]([CH:1]([CH2:3][CH3:4])C)=N3)N=1)([CH2:3][CH3:4])[CH3:2].[N:23]1[C:36]2[C:27](=[CH:28][CH:29]=[C:30]3[C:35]=2[N:34]=[CH:33][CH:32]=[CH:31]3)[CH:26]=[CH:25][CH:24]=1.[CH2:37]([Li])[CH2:38][CH2:39][CH3:40], predict the reaction product. The product is: [CH2:2]([C:24]1[CH:25]=[CH:26][C:27]2[C:36](=[C:35]3[C:30](=[CH:29][CH:28]=2)[CH:31]=[CH:32][C:33]([CH2:37][CH2:38][CH2:39][CH3:40])=[N:34]3)[N:23]=1)[CH2:1][CH2:3][CH3:4].